This data is from Full USPTO retrosynthesis dataset with 1.9M reactions from patents (1976-2016). The task is: Predict the reactants needed to synthesize the given product. Given the product [NH2:1][C:2]1[N:7]=[CH:6][N:5]=[C:4]2[N:8]([C@@H:30]3[CH2:34][CH2:33][N:32]([C:35](=[O:36])[C:42]#[C:43][CH3:44])[CH2:31]3)[N:9]=[C:10]([C:11]3[CH:12]=[CH:13][C:14]([C:17]([NH:18][C:19]4[CH:24]=[C:23]([C:25]([F:26])([F:27])[F:28])[CH:22]=[CH:21][N:20]=4)=[O:29])=[CH:15][CH:16]=3)[C:3]=12, predict the reactants needed to synthesize it. The reactants are: [NH2:1][C:2]1[N:7]=[CH:6][N:5]=[C:4]2[N:8]([C@@H:30]3[CH2:34][CH2:33][N:32]([C:35](OC(C)(C)C)=[O:36])[CH2:31]3)[N:9]=[C:10]([C:11]3[CH:16]=[CH:15][C:14]([C:17](=[O:29])[NH:18][C:19]4[CH:24]=[C:23]([C:25]([F:28])([F:27])[F:26])[CH:22]=[CH:21][N:20]=4)=[CH:13][CH:12]=3)[C:3]=12.[C:42](O)(=O)[C:43]#[C:44]C.C1CN([P+](ON2N=NC3C=CC=CC2=3)(N2CCCC2)N2CCCC2)CC1.F[P-](F)(F)(F)(F)F.CCN(C(C)C)C(C)C.